From a dataset of Reaction yield outcomes from USPTO patents with 853,638 reactions. Predict the reaction yield, written as a fraction of the theoretical maximum amount of product (1.0 means a 100% yield; for example, 0.34 means a 34% yield). (1) The reactants are [C:1]1([C:7]2[N:11]=[C:10]([N:12]3[CH2:17][CH2:16][NH:15][CH2:14][CH2:13]3)[S:9][N:8]=2)[CH:6]=[CH:5][CH:4]=[CH:3][CH:2]=1.C(N(CC)CC)C.[CH2:25]1[C:29]2[CH:30]=[C:31]([N:34]=[C:35]=[O:36])[CH:32]=[CH:33][C:28]=2[O:27][CH2:26]1. The catalyst is O1CCCC1. The product is [O:27]1[C:28]2[CH:33]=[CH:32][C:31]([NH:34][C:35]([N:15]3[CH2:16][CH2:17][N:12]([C:10]4[S:9][N:8]=[C:7]([C:1]5[CH:2]=[CH:3][CH:4]=[CH:5][CH:6]=5)[N:11]=4)[CH2:13][CH2:14]3)=[O:36])=[CH:30][C:29]=2[CH2:25][CH2:26]1. The yield is 0.810. (2) The reactants are [CH3:1][O:2][C:3](=[O:21])[C@@H:4]([NH:13][C:14]([O:16][C:17]([CH3:20])([CH3:19])[CH3:18])=[O:15])[CH2:5][C:6]1[CH:11]=[CH:10][C:9]([NH2:12])=[CH:8][CH:7]=1.[Cl:22][C:23]1[CH:31]=[CH:30][CH:29]=[C:28]([Cl:32])[C:24]=1[C:25](Cl)=[O:26].CCN(C(C)C)C(C)C. The catalyst is ClCCl. The product is [CH3:1][O:2][C:3](=[O:21])[C@@H:4]([NH:13][C:14]([O:16][C:17]([CH3:18])([CH3:20])[CH3:19])=[O:15])[CH2:5][C:6]1[CH:11]=[CH:10][C:9]([NH:12][C:25](=[O:26])[C:24]2[C:23]([Cl:22])=[CH:31][CH:30]=[CH:29][C:28]=2[Cl:32])=[CH:8][CH:7]=1. The yield is 0.884. (3) The reactants are Br[C:2]1[S:6][C:5]([C:7]2[N:11]3[N:12]=[C:13]([CH3:21])[CH:14]=[C:15]([CH:16]([CH2:19][CH3:20])[CH2:17][CH3:18])[C:10]3=[N:9][C:8]=2[CH3:22])=[C:4]([Cl:23])[CH:3]=1.[F:24][C:25]1[CH:30]=[CH:29][C:28](B(O)O)=[CH:27][CH:26]=1.C([O-])([O-])=O.[Na+].[Na+].C1C=CC(P(C2C=CC=CC=2)C2C=CC=CC=2)=CC=1. The catalyst is CC([O-])=O.CC([O-])=O.[Pd+2].C(O)CC. The product is [Cl:23][C:4]1[CH:3]=[C:2]([C:28]2[CH:29]=[CH:30][C:25]([F:24])=[CH:26][CH:27]=2)[S:6][C:5]=1[C:7]1[N:11]2[N:12]=[C:13]([CH3:21])[CH:14]=[C:15]([CH:16]([CH2:19][CH3:20])[CH2:17][CH3:18])[C:10]2=[N:9][C:8]=1[CH3:22]. The yield is 0.160. (4) The reactants are [CH3:1][N:2]([CH3:20])[S:3]([N:6]1[CH:10]=[CH:9][C:8]([C:11](=O)[C:12]2[CH:17]=[CH:16][CH:15]=[C:14]([Cl:18])[CH:13]=2)=[N:7]1)(=[O:5])=[O:4].[CH3:21][C:22]([S:25]([NH2:27])=[O:26])([CH3:24])[CH3:23]. The catalyst is C1(C)C=CC=CC=1.[Cl-].[Na+].O.CC(C)[O-].[Ti+4].CC(C)[O-].CC(C)[O-].CC(C)[O-]. The product is [CH3:1][N:2]([CH3:20])[S:3]([N:6]1[CH:10]=[CH:9][C:8]([C:11]([C:12]2[CH:17]=[CH:16][CH:15]=[C:14]([Cl:18])[CH:13]=2)=[N:27][S:25]([C:22]([CH3:24])([CH3:23])[CH3:21])=[O:26])=[N:7]1)(=[O:5])=[O:4]. The yield is 0.970. (5) The reactants are [Cl:1][C:2]1[S:28][C:5]2[N:6]=[CH:7][N:8]=[C:9]([NH:10][CH:11]3[CH2:16][CH2:15][N:14]([CH2:17][C:18]4[CH:19]=[C:20]([CH:25]=[CH:26][CH:27]=4)[C:21]([O:23]C)=[O:22])[CH2:13][CH2:12]3)[C:4]=2[CH:3]=1.O[Li].O. The catalyst is CO.O. The product is [Cl:1][C:2]1[S:28][C:5]2[N:6]=[CH:7][N:8]=[C:9]([NH:10][CH:11]3[CH2:16][CH2:15][N:14]([CH2:17][C:18]4[CH:19]=[C:20]([CH:25]=[CH:26][CH:27]=4)[C:21]([OH:23])=[O:22])[CH2:13][CH2:12]3)[C:4]=2[CH:3]=1. The yield is 0.790. (6) The reactants are OC(C(F)(F)F)=O.[C:8]1([C:14]2[CH:19]=[C:18]([CH:20]3[CH2:25][CH2:24][NH:23][CH2:22][CH2:21]3)[CH:17]=[CH:16][C:15]=2[NH:26][C:27]([C:29]2[N:30]([CH2:36][O:37][CH2:38][CH2:39][Si:40]([CH3:43])([CH3:42])[CH3:41])[CH:31]=[C:32]([C:34]#[N:35])[N:33]=2)=[O:28])[CH2:13][CH2:12][CH2:11][CH2:10][CH:9]=1.C([O-])([O-])=O.[K+].[K+].[I-].[Na+].Cl.Cl[CH2:54][CH2:55][N:56]1[CH2:61][CH2:60][O:59][CH2:58][CH2:57]1. The catalyst is CCOC(C)=O.CN(C)C(=O)C. The product is [C:8]1([C:14]2[CH:19]=[C:18]([CH:20]3[CH2:25][CH2:24][N:23]([CH2:54][CH2:55][N:56]4[CH2:61][CH2:60][O:59][CH2:58][CH2:57]4)[CH2:22][CH2:21]3)[CH:17]=[CH:16][C:15]=2[NH:26][C:27]([C:29]2[N:30]([CH2:36][O:37][CH2:38][CH2:39][Si:40]([CH3:43])([CH3:42])[CH3:41])[CH:31]=[C:32]([C:34]#[N:35])[N:33]=2)=[O:28])[CH2:13][CH2:12][CH2:11][CH2:10][CH:9]=1. The yield is 0.780. (7) The reactants are Br[C:2]1[CH:3]=[C:4]2[C:8](=[CH:9][CH:10]=1)N[CH:6]=[CH:5]2.[H-].[Na+].CI.Cl.[Br:16][C:17]1[CH:18]=[C:19]2[C:23](=[CH:24][CH:25]=1)[N:22]([CH3:26])[CH:21]=[CH:20]2.[C:27](Cl)(=[O:31])[C:28](Cl)=O.C1C[O:36]CC1.CC[O-].[Na+].CCO.C[N:46]([CH:48]=[O:49])[CH3:47]. The catalyst is CCOCC. The product is [O:31]1[C:27]2[CH:28]=[CH:2][CH:10]=[CH:9][C:8]=2[C:4]([C:5]2[C:47](=[O:36])[NH:46][C:48](=[O:49])[C:6]=2[C:20]2[C:19]3[C:23](=[CH:24][CH:25]=[C:17]([Br:16])[CH:18]=3)[N:22]([CH3:26])[CH:21]=2)=[CH:3]1. The yield is 0.860.